Dataset: Full USPTO retrosynthesis dataset with 1.9M reactions from patents (1976-2016). Task: Predict the reactants needed to synthesize the given product. (1) Given the product [Cl:1][C:2]1[C:7]([C:8]2[CH:14]=[C:13]([Si:15]([CH3:18])([CH3:17])[CH3:16])[O:10][N:9]=2)=[C:6]([Cl:12])[N:5]=[CH:4][N:3]=1, predict the reactants needed to synthesize it. The reactants are: [Cl:1][C:2]1[C:7]([C:8](Cl)=[N:9][OH:10])=[C:6]([Cl:12])[N:5]=[CH:4][N:3]=1.[C:13]([Si:15]([CH3:18])([CH3:17])[CH3:16])#[CH:14].C(N(CC)CC)C. (2) Given the product [CH:1]1([N:6]2[C:7]3[CH:15]=[CH:14][C:10]([C:11]([OH:13])=[O:12])=[CH:9][C:8]=3[N:16]=[N:20]2)[CH2:5][CH2:4][CH2:3][CH2:2]1, predict the reactants needed to synthesize it. The reactants are: [CH:1]1([NH:6][C:7]2[CH:15]=[CH:14][C:10]([C:11]([OH:13])=[O:12])=[CH:9][C:8]=2[N+:16]([O-])=O)[CH2:5][CH2:4][CH2:3][CH2:2]1.C#[N:20].